From a dataset of Orexin1 receptor HTS with 218,158 compounds and 233 confirmed actives. Binary Classification. Given a drug SMILES string, predict its activity (active/inactive) in a high-throughput screening assay against a specified biological target. (1) The compound is S(=O)(=O)(N1CCC(CC1)C)c1ccc(NC(=O)Cc2ccccc2)cc1. The result is 0 (inactive). (2) The molecule is OC(=O)Cn1c=2n(CCCN2)c2c1cccc2. The result is 0 (inactive). (3) The drug is Clc1ccc(OCC(=O)Nc2nc(ccn2)C)cc1. The result is 0 (inactive). (4) The compound is O=C(Nc1cc(ccc1)C(=O)c1ccccc1)C1CC1. The result is 0 (inactive). (5) The compound is s1c(C2C(=C(NC(SCC(=O)N)=C2C#N)C)C(OCC)=O)ccc1. The result is 0 (inactive). (6) The molecule is Fc1cc(cc(c1)C(F)(F)F)C(=O)/C=C\N(C)C. The result is 0 (inactive).